Task: Predict which catalyst facilitates the given reaction.. Dataset: Catalyst prediction with 721,799 reactions and 888 catalyst types from USPTO (1) Reactant: CCN=C=NCCCN(C)C.CCN(CC)CC.[C:19]12([C:29](=[O:42])[CH2:30][O:31][C:32]3[CH:37]=[CH:36][C:35]([CH2:38][C:39](O)=[O:40])=[CH:34][CH:33]=3)[CH2:28][CH:23]3[CH2:24][CH:25]([CH2:27][CH:21]([CH2:22]3)[CH2:20]1)[CH2:26]2.[NH2:43][C:44]1[CH:49]=[CH:48][CH:47]=[CH:46][CH:45]=1. Product: [C:19]12([C:29](=[O:42])[CH2:30][O:31][C:32]3[CH:33]=[CH:34][C:35]([CH2:38][C:39]([NH:43][C:44]4[CH:49]=[CH:48][CH:47]=[CH:46][CH:45]=4)=[O:40])=[CH:36][CH:37]=3)[CH2:20][CH:21]3[CH2:27][CH:25]([CH2:24][CH:23]([CH2:22]3)[CH2:28]1)[CH2:26]2. The catalyst class is: 79. (2) Reactant: [Cl:1][C:2]1[CH:3]=[C:4]([C:8]2[C:12]([C:13]([OH:15])=O)=[C:11]([CH3:16])[O:10][N:9]=2)[CH:5]=[CH:6][CH:7]=1.[CH3:17][O:18][C:19]1[CH:28]=[C:27]([N:29]2[CH2:34][CH2:33][O:32][CH2:31][CH2:30]2)[CH:26]=[CH:25][C:20]=1[C:21]([NH:23][NH2:24])=O.[Cl-].ClC1N(C)C=C[N+]=1C.C(N(CC)CC)C. Product: [Cl:1][C:2]1[CH:3]=[C:4]([C:8]2[C:12]([C:13]3[O:15][C:21]([C:20]4[CH:25]=[CH:26][C:27]([N:29]5[CH2:34][CH2:33][O:32][CH2:31][CH2:30]5)=[CH:28][C:19]=4[O:18][CH3:17])=[N:23][N:24]=3)=[C:11]([CH3:16])[O:10][N:9]=2)[CH:5]=[CH:6][CH:7]=1. The catalyst class is: 96. (3) Reactant: C[Si]([N-][Si](C)(C)C)(C)C.[Li+].[I:11][C:12]1[C:20]2[C:19]([NH2:21])=[CH:18][CH:17]=[CH:16][C:15]=2[N:14]([CH2:22][C:23]2[S:27][C:26]([CH3:28])=[N:25][CH:24]=2)[N:13]=1.[CH3:29][N:30]1[CH2:35][CH2:34][N:33]([CH2:36][CH2:37][O:38][C:39]2[CH:44]=[CH:43][N:42]3[C:45]([C:48](OCC)=[O:49])=[CH:46][N:47]=[C:41]3[CH:40]=2)[CH2:32][CH2:31]1. Product: [I:11][C:12]1[C:20]2[C:15](=[CH:16][CH:17]=[CH:18][C:19]=2[NH:21][C:48]([C:45]2[N:42]3[CH:43]=[CH:44][C:39]([O:38][CH2:37][CH2:36][N:33]4[CH2:34][CH2:35][N:30]([CH3:29])[CH2:31][CH2:32]4)=[CH:40][C:41]3=[N:47][CH:46]=2)=[O:49])[N:14]([CH2:22][C:23]2[S:27][C:26]([CH3:28])=[N:25][CH:24]=2)[N:13]=1. The catalyst class is: 20. (4) Reactant: [Cl:1][C:2]1[N:3]=[C:4](Cl)[C:5]2[CH2:10][N:9]([CH:11]([CH3:15])[CH2:12][O:13][CH3:14])[C:8](=[O:16])[C:6]=2[N:7]=1.[F:18][C:19]1[CH:24]=[CH:23][C:22]([CH2:25][C:26]([CH3:29])([NH2:28])[CH3:27])=[CH:21][CH:20]=1.CCN(C(C)C)C(C)C. Product: [Cl:1][C:2]1[N:3]=[C:4]([NH:28][C:26]([CH3:29])([CH3:27])[CH2:25][C:22]2[CH:23]=[CH:24][C:19]([F:18])=[CH:20][CH:21]=2)[C:5]2[CH2:10][N:9]([CH:11]([CH3:15])[CH2:12][O:13][CH3:14])[C:8](=[O:16])[C:6]=2[N:7]=1. The catalyst class is: 26. (5) Reactant: C[O:2][C:3](=[O:31])[C:4]1[CH:9]=[C:8]([C:10]2[N:15]=[C:14]3[N:16]([CH2:19][C:20]4[CH:21]=[C:22]5[C:27](=[CH:28][CH:29]=4)[N:26]=[CH:25][CH:24]=[CH:23]5)[N:17]=[N:18][C:13]3=[CH:12][CH:11]=2)[CH:7]=[CH:6][C:5]=1[F:30].[OH-].[Li+].C1COCC1.Cl. Product: [F:30][C:5]1[CH:6]=[CH:7][C:8]([C:10]2[N:15]=[C:14]3[N:16]([CH2:19][C:20]4[CH:21]=[C:22]5[C:27](=[CH:28][CH:29]=4)[N:26]=[CH:25][CH:24]=[CH:23]5)[N:17]=[N:18][C:13]3=[CH:12][CH:11]=2)=[CH:9][C:4]=1[C:3]([OH:31])=[O:2]. The catalyst class is: 24. (6) Reactant: [F:1][C:2]1[CH:10]=[C:9]2[C:5]([C:6](=[C:12]3[C:20]4[C:15](=[CH:16][CH:17]=[CH:18][CH:19]=4)[CH:14]([CH2:21][C:22]([OH:24])=[O:23])[O:13]3)[C:7](=[O:11])[NH:8]2)=[CH:4][CH:3]=1.C[O-].[Na+:27].CO.CCOC(C)=O. Product: [F:1][C:2]1[CH:10]=[C:9]2[C:5](/[C:6](=[C:12]3\[O:13][CH:14]([CH2:21][C:22]([O-:24])=[O:23])[C:15]4[CH:16]=[CH:17][CH:18]=[CH:19][C:20]\3=4)/[C:7](=[O:11])[NH:8]2)=[CH:4][CH:3]=1.[Na+:27]. The catalyst class is: 5. (7) Reactant: [OH:1][C@@H:2]1[C@@H:6]([CH3:7])[CH2:5][N:4]([C:8]([O:10][CH2:11][C:12]2[CH:17]=[CH:16][CH:15]=[CH:14][CH:13]=2)=[O:9])[CH2:3]1.[S:18](Cl)([C:21]1[CH:27]=[CH:26][C:24]([CH3:25])=[CH:23][CH:22]=1)(=[O:20])=[O:19]. Product: [CH3:7][C@@H:6]1[C@@H:2]([O:1][S:18]([C:21]2[CH:27]=[CH:26][C:24]([CH3:25])=[CH:23][CH:22]=2)(=[O:20])=[O:19])[CH2:3][N:4]([C:8]([O:10][CH2:11][C:12]2[CH:17]=[CH:16][CH:15]=[CH:14][CH:13]=2)=[O:9])[CH2:5]1. The catalyst class is: 17.